This data is from Full USPTO retrosynthesis dataset with 1.9M reactions from patents (1976-2016). The task is: Predict the reactants needed to synthesize the given product. (1) The reactants are: [C:1]([O:5][C:6](=[O:20])[NH:7][CH2:8][CH2:9][CH2:10][CH2:11][NH:12][C:13]([N:15]=[CH:16]N(C)C)=[S:14])([CH3:4])([CH3:3])[CH3:2].[CH3:21][C:22]1[CH:31]=[CH:30][CH:29]=[CH:28][C:23]=1[C:24](=[O:27])[CH2:25]Br. Given the product [C:1]([O:5][C:6](=[O:20])[NH:7][CH2:8][CH2:9][CH2:10][CH2:11][NH:12][C:13]1[S:14][C:25]([C:24](=[O:27])[C:23]2[CH:28]=[CH:29][CH:30]=[CH:31][C:22]=2[CH3:21])=[CH:16][N:15]=1)([CH3:2])([CH3:3])[CH3:4], predict the reactants needed to synthesize it. (2) Given the product [Cl:8][C:9]1[C:10]2[C:17]([C:18]([F:19])([F:20])[F:21])=[CH:16][N:15]([CH2:22][CH:23]3[CH2:28][CH2:27][N:26]([S:30]([CH3:29])(=[O:32])=[O:31])[CH2:25][CH2:24]3)[C:11]=2[N:12]=[CH:13][N:14]=1, predict the reactants needed to synthesize it. The reactants are: FC(F)(F)C(O)=O.[Cl:8][C:9]1[C:10]2[C:17]([C:18]([F:21])([F:20])[F:19])=[CH:16][N:15]([CH2:22][CH:23]3[CH2:28][CH2:27][NH:26][CH2:25][CH2:24]3)[C:11]=2[N:12]=[CH:13][N:14]=1.[CH3:29][S:30](Cl)(=[O:32])=[O:31]. (3) Given the product [C:1]([O:5][C:6](=[O:7])[NH:8][CH2:9][C:10]1[CH:11]=[CH:12][C:13]([C:14](=[O:16])[NH:25][C:20]2[CH:21]=[CH:22][CH:23]=[CH:24][C:19]=2[NH2:26])=[CH:17][CH:18]=1)([CH3:2])([CH3:3])[CH3:4], predict the reactants needed to synthesize it. The reactants are: [C:1]([O:5][C:6]([NH:8][CH2:9][C:10]1[CH:18]=[CH:17][C:13]([C:14]([OH:16])=O)=[CH:12][CH:11]=1)=[O:7])([CH3:4])([CH3:3])[CH3:2].[C:19]1([NH2:26])[CH:24]=[CH:23][CH:22]=[CH:21][C:20]=1[NH2:25].CCN=C=NCCCN(C)C.C1C=CC2N(O)N=NC=2C=1. (4) Given the product [Cl:20][C:17]1[N:16]=[N:15][C:14]([N:11]2[CH2:12][CH2:13][CH:8]([NH2:7])[CH2:9][CH2:10]2)=[CH:19][CH:18]=1, predict the reactants needed to synthesize it. The reactants are: C(OC(=O)[NH:7][CH:8]1[CH2:13][CH2:12][N:11]([C:14]2[N:15]=[N:16][C:17]([Cl:20])=[CH:18][CH:19]=2)[CH2:10][CH2:9]1)(C)(C)C.Cl.O1CCOCC1. (5) Given the product [CH2:32]([O:31][C:29]([N:23]1[CH2:24][C:25]([F:28])([F:27])[CH2:26][C@H:22]1[C:7]1[N:8]([CH3:21])[C:9](=[O:20])[C:10]([OH:11])=[C:5]([C:3]([NH:45][CH2:44][C:43]2[CH:46]=[CH:47][C:40]([F:39])=[CH:41][CH:42]=2)=[O:2])[N:6]=1)=[O:30])[C:33]1[CH:38]=[CH:37][CH:36]=[CH:35][CH:34]=1, predict the reactants needed to synthesize it. The reactants are: C[O:2][C:3]([C:5]1[N:6]=[C:7]([C@@H:22]2[CH2:26][C:25]([F:28])([F:27])[CH2:24][N:23]2[C:29]([O:31][CH2:32][C:33]2[CH:38]=[CH:37][CH:36]=[CH:35][CH:34]=2)=[O:30])[N:8]([CH3:21])[C:9](=[O:20])[C:10]=1[O:11]C(=O)C1C=CC=CC=1)=O.[F:39][C:40]1[CH:47]=[CH:46][C:43]([CH2:44][NH2:45])=[CH:42][CH:41]=1. (6) Given the product [F:1][C:2]1[CH:7]=[CH:6][C:5]([S:8]([C:11]2[CH:16]=[CH:15][C:14]([NH:17][NH2:18])=[CH:13][CH:12]=2)(=[O:10])=[O:9])=[CH:4][CH:3]=1, predict the reactants needed to synthesize it. The reactants are: [F:1][C:2]1[CH:7]=[CH:6][C:5]([S:8]([C:11]2[CH:16]=[CH:15][C:14]([NH2:17])=[CH:13][CH:12]=2)(=[O:10])=[O:9])=[CH:4][CH:3]=1.[N:18]([O-])=O.[Na+]. (7) Given the product [OH:1][C:2]1[CH:11]=[C:10]([OH:12])[C:9]([CH2:13][CH2:14][C:15]([OH:31])([CH3:17])[CH3:16])=[C:8]2[C:3]=1[C:4](=[O:30])[C:5]([O:28][CH3:29])=[C:6]([C:18]1[CH:23]=[CH:22][C:21]([O:24][CH3:25])=[C:20]([O:26][CH3:27])[CH:19]=1)[O:7]2, predict the reactants needed to synthesize it. The reactants are: [OH:1][C:2]1[CH:11]=[C:10]([OH:12])[C:9]([CH2:13][CH:14]=[C:15]([CH3:17])[CH3:16])=[C:8]2[C:3]=1[C:4](=[O:30])[C:5]([O:28][CH3:29])=[C:6]([C:18]1[CH:23]=[CH:22][C:21]([O:24][CH3:25])=[C:20]([O:26][CH3:27])[CH:19]=1)[O:7]2.[OH:31]S(O)(=O)=O. (8) Given the product [CH2:23]([O:22][C:18](=[O:21])[C:19]([CH:8]([OH:9])[C:5]1[CH:6]=[N:7][C:2]([CH3:1])=[CH:3][CH:4]=1)=[CH2:20])[CH3:24], predict the reactants needed to synthesize it. The reactants are: [CH3:1][C:2]1[N:7]=[CH:6][C:5]([CH:8]=[O:9])=[CH:4][CH:3]=1.C1N2CCN(CC2)C1.[C:18]([O:22][CH2:23][CH3:24])(=[O:21])[CH:19]=[CH2:20].